Dataset: hERG channel blocking data for cardiac toxicity assessment. Task: Regression/Classification. Given a drug SMILES string, predict its toxicity properties. Task type varies by dataset: regression for continuous values (e.g., LD50, hERG inhibition percentage) or binary classification for toxic/non-toxic outcomes (e.g., AMES mutagenicity, cardiotoxicity, hepatotoxicity). Dataset: herg. (1) The drug is C[NH+]1CCCC[C@@H]1c1c(-c2ccccc2)[nH]c2ccccc12. The result is 1 (blocker). (2) The result is 0 (non-blocker). The compound is Cc1cnc(NC(=O)C2=C(O)c3ccccc3S(=O)(=O)N2C)s1.